Dataset: Reaction yield outcomes from USPTO patents with 853,638 reactions. Task: Predict the reaction yield, written as a fraction of the theoretical maximum amount of product (1.0 means a 100% yield; for example, 0.34 means a 34% yield). (1) The reactants are B(Cl)(Cl)Cl.[Cl:5][C:6]1[CH:11]=[C:10]([CH2:12][C:13]([O:15][CH3:16])=[O:14])[CH:9]=[CH:8][C:7]=1[C:17]1[CH:22]=[CH:21][C:20]([O:23]C)=[CH:19][CH:18]=1. The catalyst is [I-].C([N+](CCCC)(CCCC)CCCC)CCC.C(Cl)Cl. The product is [Cl:5][C:6]1[CH:11]=[C:10]([CH2:12][C:13]([O:15][CH3:16])=[O:14])[CH:9]=[CH:8][C:7]=1[C:17]1[CH:22]=[CH:21][C:20]([OH:23])=[CH:19][CH:18]=1. The yield is 0.710. (2) The reactants are [BH4-].[Na+].CO.[CH3:5][O:6][C:7](=[O:32])[CH2:8][CH2:9][CH2:10][CH2:11][CH2:12][CH2:13][N:14]1[CH:19](/[CH:20]=[CH:21]/[C:22](=[O:30])[CH2:23][C:24]2[CH:29]=[CH:28][CH:27]=[CH:26][CH:25]=2)[CH2:18][CH2:17][CH2:16][C:15]1=[O:31]. The catalyst is C(Cl)Cl. The product is [CH3:5][O:6][C:7](=[O:32])[CH2:8][CH2:9][CH2:10][CH2:11][CH2:12][CH2:13][N:14]1[C:15](=[O:31])[CH2:16][CH2:17][CH2:18][CH:19]1/[CH:20]=[CH:21]/[CH:22]([OH:30])[CH2:23][C:24]1[CH:29]=[CH:28][CH:27]=[CH:26][CH:25]=1. The yield is 0.860. (3) The reactants are [F:1][C:2]1[CH:7]=[CH:6][C:5]([N:8]2[CH:17]=[CH:16][C:15]3[C:10](=[CH:11][CH:12]=[C:13]([O:18][CH3:19])[CH:14]=3)[C:9]2=[O:20])=[CH:4][CH:3]=1.[Br:21]N1C(=O)CCC1=O. The catalyst is C(#N)C. The product is [Br:21][C:16]1[C:15]2[C:10](=[CH:11][CH:12]=[C:13]([O:18][CH3:19])[CH:14]=2)[C:9](=[O:20])[N:8]([C:5]2[CH:4]=[CH:3][C:2]([F:1])=[CH:7][CH:6]=2)[CH:17]=1. The yield is 0.856. (4) The reactants are I[CH2:2][CH3:3].[Br:4][C:5]1[CH:6]=[C:7]([C:17]([O:19][CH3:20])=[O:18])[CH:8]=[C:9]2[C:14]=1[O:13][C:12](=[S:15])[CH:11]=[C:10]2[OH:16].C(=O)([O-])[O-].[K+].[K+]. The catalyst is CC(C)=O. The product is [Br:4][C:5]1[CH:6]=[C:7]([C:17]([O:19][CH3:20])=[O:18])[CH:8]=[C:9]2[C:14]=1[O:13][C:12]([S:15][CH2:2][CH3:3])=[CH:11][C:10]2=[O:16]. The yield is 1.00. (5) The reactants are [CH3:1][C:2]1[N:3]=[CH:4][S:5][CH:6]=1.C([Li])CCC.[O:12]1[CH2:17][CH2:16][C:15](=[O:18])[CH2:14][CH2:13]1.CC(C)=O.CCCCCC. The catalyst is C1COCC1. The product is [CH3:1][C:2]1[N:3]=[C:4]([C:15]2([OH:18])[CH2:16][CH2:17][O:12][CH2:13][CH2:14]2)[S:5][CH:6]=1. The yield is 0.770.